The task is: Predict which catalyst facilitates the given reaction.. This data is from Catalyst prediction with 721,799 reactions and 888 catalyst types from USPTO. (1) Product: [OH:5][CH2:4][C@@H:2]([NH:1][C:6](=[O:7])[O:8][C:9]([CH3:12])([CH3:11])[CH3:10])[CH3:3]. Reactant: [NH2:1][C@H:2]([CH2:4][OH:5])[CH3:3].[C:6](O[C:6]([O:8][C:9]([CH3:12])([CH3:11])[CH3:10])=[O:7])([O:8][C:9]([CH3:12])([CH3:11])[CH3:10])=[O:7].C(N(CC)CC)C. The catalyst class is: 4. (2) Reactant: C(O[C:4]([C:6]1[C:7](=[O:25])[C@@:8]([CH2:17][C:18]2[CH:23]=[CH:22][C:21]([F:24])=[CH:20][CH:19]=2)([CH3:16])[N:9]2[C:13]([C:14]=1[OH:15])=[CH:12][CH:11]=[CH:10]2)=O)C.[NH2:26][C:27]1[CH:32]=[CH:31][C:30]([NH:33][S:34]([CH3:37])(=[O:36])=[O:35])=[CH:29][C:28]=1[S:38]([NH2:41])(=[O:40])=[O:39].N12CCCN=C1CCCCC2. Product: [F:24][C:21]1[CH:22]=[CH:23][C:18]([CH2:17][C@@:8]2([CH3:16])[C:7](=[O:25])[C:6]([C:4]3[NH:26][C:27]4[CH:32]=[CH:31][C:30]([NH:33][S:34]([CH3:37])(=[O:35])=[O:36])=[CH:29][C:28]=4[S:38](=[O:40])(=[O:39])[N:41]=3)=[C:14]([OH:15])[C:13]3[N:9]2[CH:10]=[CH:11][CH:12]=3)=[CH:19][CH:20]=1. The catalyst class is: 17. (3) Reactant: [F:1][C:2]([F:29])([F:28])[C:3]1[CH:8]=[CH:7][C:6]([C:9]2[CH:14]=[CH:13][CH:12]=[CH:11][C:10]=2[C:15]([NH:17][C:18]2[CH:23]=[CH:22][C:21]([CH2:24][C:25](O)=[O:26])=[CH:20][CH:19]=2)=[O:16])=[CH:5][CH:4]=1.C1C=CC2N(O)N=NC=2C=1.CCN=C=NCCCN(C)C.Cl.[CH3:52][C:53]1[C:54]([NH2:59])=[N:55][CH:56]=[CH:57][CH:58]=1. Product: [CH3:52][C:53]1[C:54]([NH:59][C:25](=[O:26])[CH2:24][C:21]2[CH:22]=[CH:23][C:18]([NH:17][C:15]([C:10]3[C:9]([C:6]4[CH:7]=[CH:8][C:3]([C:2]([F:28])([F:1])[F:29])=[CH:4][CH:5]=4)=[CH:14][CH:13]=[CH:12][CH:11]=3)=[O:16])=[CH:19][CH:20]=2)=[N:55][CH:56]=[CH:57][CH:58]=1. The catalyst class is: 255. (4) Reactant: [Br:1][C:2]1[CH:3]=[C:4]([C:23]#[CH:24])[C:5]([N:8]([C:16]([O:18][C:19]([CH3:22])([CH3:21])[CH3:20])=[O:17])[C:9](=[O:15])[O:10][C:11]([CH3:14])([CH3:13])[CH3:12])=[N:6][CH:7]=1.[OH:25][N:26]=[C:27](Cl)[C:28]1[CH:33]=[CH:32][C:31]([CH3:34])=[CH:30][CH:29]=1.CCN(CC)CC. Product: [Br:1][C:2]1[CH:3]=[C:4]([C:23]2[O:25][N:26]=[C:27]([C:28]3[CH:33]=[CH:32][C:31]([CH3:34])=[CH:30][CH:29]=3)[CH:24]=2)[C:5]([N:8]([C:16]([O:18][C:19]([CH3:22])([CH3:21])[CH3:20])=[O:17])[C:9](=[O:15])[O:10][C:11]([CH3:13])([CH3:14])[CH3:12])=[N:6][CH:7]=1. The catalyst class is: 1. (5) Reactant: [N:1]1[CH:6]=[CH:5][CH:4]=[C:3]([CH2:7][NH:8][C:9]2[N:10]=[C:11]([C:20]([C:22]3[S:23][CH:24]=[CH:25][CH:26]=3)=[O:21])[C:12]3[S:17][C:16]([CH:18]=[CH2:19])=[CH:15][C:13]=3[N:14]=2)[CH:2]=1.Cl. Product: [CH2:18]([C:16]1[S:17][C:12]2[C:11]([C:20]([C:22]3[S:23][CH:24]=[CH:25][CH:26]=3)=[O:21])=[N:10][C:9]([NH:8][CH2:7][C:3]3[CH:2]=[N:1][CH:6]=[CH:5][CH:4]=3)=[N:14][C:13]=2[CH:15]=1)[CH3:19]. The catalyst class is: 29.